From a dataset of NCI-60 drug combinations with 297,098 pairs across 59 cell lines. Regression. Given two drug SMILES strings and cell line genomic features, predict the synergy score measuring deviation from expected non-interaction effect. (1) Drug 1: CS(=O)(=O)OCCCCOS(=O)(=O)C. Drug 2: C(CN)CNCCSP(=O)(O)O. Cell line: NCI-H522. Synergy scores: CSS=7.87, Synergy_ZIP=-2.16, Synergy_Bliss=-0.278, Synergy_Loewe=-2.82, Synergy_HSA=-1.07. (2) Drug 1: C1=CC(=C2C(=C1NCCNCCO)C(=O)C3=C(C=CC(=C3C2=O)O)O)NCCNCCO. Drug 2: CCC1(CC2CC(C3=C(CCN(C2)C1)C4=CC=CC=C4N3)(C5=C(C=C6C(=C5)C78CCN9C7C(C=CC9)(C(C(C8N6C=O)(C(=O)OC)O)OC(=O)C)CC)OC)C(=O)OC)O.OS(=O)(=O)O. Cell line: CAKI-1. Synergy scores: CSS=43.5, Synergy_ZIP=2.64, Synergy_Bliss=1.62, Synergy_Loewe=0.654, Synergy_HSA=3.59. (3) Drug 1: C1C(C(OC1N2C=C(C(=O)NC2=O)F)CO)O. Drug 2: C1=CN(C=N1)CC(O)(P(=O)(O)O)P(=O)(O)O. Cell line: SF-268. Synergy scores: CSS=37.4, Synergy_ZIP=-4.39, Synergy_Bliss=-3.43, Synergy_Loewe=-49.5, Synergy_HSA=-4.53. (4) Cell line: SK-OV-3. Synergy scores: CSS=39.5, Synergy_ZIP=-1.59, Synergy_Bliss=3.12, Synergy_Loewe=-22.0, Synergy_HSA=5.22. Drug 2: CC=C1C(=O)NC(C(=O)OC2CC(=O)NC(C(=O)NC(CSSCCC=C2)C(=O)N1)C(C)C)C(C)C. Drug 1: C1=CN(C(=O)N=C1N)C2C(C(C(O2)CO)O)O.Cl.